Dataset: Full USPTO retrosynthesis dataset with 1.9M reactions from patents (1976-2016). Task: Predict the reactants needed to synthesize the given product. (1) Given the product [OH:19][CH2:18][C:15]1([OH:17])[CH2:14][CH:13]2[NH:8][CH:9]([CH2:10][O:11][CH2:12]2)[CH2:16]1, predict the reactants needed to synthesize it. The reactants are: C([N:8]1[CH:13]2[CH2:14][C:15]([CH2:18][OH:19])([OH:17])[CH2:16][CH:9]1[CH2:10][O:11][CH2:12]2)C1C=CC=CC=1. (2) Given the product [F:1][C:2]1[CH:3]=[CH:4][C:5]([N:8]2[CH:12]=[C:11]([CH2:13][CH:14]([NH2:16])[CH3:15])[CH:10]=[N:9]2)=[N:6][CH:7]=1, predict the reactants needed to synthesize it. The reactants are: [F:1][C:2]1[CH:3]=[CH:4][C:5]([N:8]2[CH:12]=[C:11](/[CH:13]=[C:14](/[N+:16]([O-])=O)\[CH3:15])[CH:10]=[N:9]2)=[N:6][CH:7]=1.